This data is from Retrosynthesis with 50K atom-mapped reactions and 10 reaction types from USPTO. The task is: Predict the reactants needed to synthesize the given product. (1) Given the product COC(=O)c1ccc(NS(=O)(=O)c2ccc(C(=O)O)cc2C)cc1F, predict the reactants needed to synthesize it. The reactants are: COC(=O)c1ccc(N)cc1F.Cc1cc(C(=O)O)ccc1S(=O)(=O)Cl. (2) Given the product COC(=S)c1cc(-c2nc(-c3cc(C(C)(C)C)nn3Cc3ccccc3)cs2)c(C)s1, predict the reactants needed to synthesize it. The reactants are: CC(C)(C)c1cc(C(=O)CBr)n(Cc2ccccc2)n1.COC(=S)c1cc(C(N)=S)c(C)s1. (3) Given the product C=Cc1cccc(C#N)c1, predict the reactants needed to synthesize it. The reactants are: CN(C)C=O.N#Cc1cccc(Br)c1. (4) Given the product COC(=O)c1cc(N)nn1C, predict the reactants needed to synthesize it. The reactants are: COC(=O)c1cc(NC(=O)OCc2ccccc2)nn1C. (5) Given the product NN=Cc1ccc(NC(=O)CCC(=O)NCC(C(=O)O)c2c(F)c(F)c(F)c(F)c2F)cc1, predict the reactants needed to synthesize it. The reactants are: CCOC(=O)C(CNC(=O)CCC(=O)Nc1ccc(C=NN)cc1)c1c(F)c(F)c(F)c(F)c1F. (6) Given the product CC(C)(C)OC(=O)COc1cccc(CNCc2ccc(-c3ccccn3)cc2)c1, predict the reactants needed to synthesize it. The reactants are: CC(C)(C)OC(=O)COc1cccc(CN)c1.O=Cc1ccc(-c2ccccn2)cc1.